Dataset: Full USPTO retrosynthesis dataset with 1.9M reactions from patents (1976-2016). Task: Predict the reactants needed to synthesize the given product. Given the product [F:19][C:13]1[CH:12]=[C:11]([CH:16]=[CH:15][C:14]=1[O:17][CH3:18])[CH2:10][O:9][P:7]([C:20]1[CH:21]=[CH:22][C:23]([O:24][C:25]2[CH:26]=[C:27]([C:28](=[O:30])[NH:45][C:46]3[S:47][CH:48]=[CH:49][N:50]=3)[CH:31]=[C:32]([O:34][CH:35]([CH3:36])[CH3:37])[CH:33]=2)=[CH:38][CH:39]=1)(=[O:8])[O:6][CH2:5][C:4]1[CH:40]=[CH:41][C:42]([O:43][CH3:44])=[C:2]([F:1])[CH:3]=1, predict the reactants needed to synthesize it. The reactants are: [F:1][C:2]1[CH:3]=[C:4]([CH:40]=[CH:41][C:42]=1[O:43][CH3:44])[CH2:5][O:6][P:7]([C:20]1[CH:39]=[CH:38][C:23]([O:24][C:25]2[CH:26]=[C:27]([CH:31]=[C:32]([O:34][CH:35]([CH3:37])[CH3:36])[CH:33]=2)[C:28]([OH:30])=O)=[CH:22][CH:21]=1)([O:9][CH2:10][C:11]1[CH:16]=[CH:15][C:14]([O:17][CH3:18])=[C:13]([F:19])[CH:12]=1)=[O:8].[NH2:45][C:46]1[S:47][CH:48]=[CH:49][N:50]=1.CN(C(ON1N=NC2C=CC=NC1=2)=[N+](C)C)C.F[P-](F)(F)(F)(F)F.C(N(C(C)C)CC)(C)C.